Task: Predict which catalyst facilitates the given reaction.. Dataset: Catalyst prediction with 721,799 reactions and 888 catalyst types from USPTO (1) Reactant: [C:1]([O:5][C:6](=[O:26])[NH:7][C:8]1[CH:13]=[C:12]([O:14][C:15]2[N:20]=[C:19]3[S:21][C:22]([NH2:24])=[N:23][C:18]3=[CH:17][CH:16]=2)[CH:11]=[CH:10][C:9]=1[F:25])([CH3:4])([CH3:3])[CH3:2].[CH:27]1([C:30](Cl)=[O:31])[CH2:29][CH2:28]1.O. Product: [C:1]([O:5][C:6](=[O:26])[NH:7][C:8]1[CH:13]=[C:12]([O:14][C:15]2[N:20]=[C:19]3[S:21][C:22]([NH:24][C:30]([CH:27]4[CH2:29][CH2:28]4)=[O:31])=[N:23][C:18]3=[CH:17][CH:16]=2)[CH:11]=[CH:10][C:9]=1[F:25])([CH3:4])([CH3:2])[CH3:3]. The catalyst class is: 341. (2) Reactant: [NH2:1][C:2]1[CH:11]=[CH:10][CH:9]=[C:8]2[C:3]=1[CH:4]=[CH:5][N:6]([CH2:13][CH2:14][N:15]([CH3:17])[CH3:16])[C:7]2=[O:12].[C:18](Cl)(=[O:25])[C:19]1[CH:24]=[CH:23][CH:22]=[CH:21][CH:20]=1.C(N(CC)C(C)C)(C)C. Product: [CH3:16][N:15]([CH3:17])[CH2:14][CH2:13][N:6]1[CH:5]=[CH:4][C:3]2[C:8](=[CH:9][CH:10]=[CH:11][C:2]=2[NH:1][C:18](=[O:25])[C:19]2[CH:24]=[CH:23][CH:22]=[CH:21][CH:20]=2)[C:7]1=[O:12]. The catalyst class is: 2.